From a dataset of Antibody developability classification from SAbDab with 2,409 antibodies. Regression/Classification. Given an antibody's heavy chain and light chain sequences, predict its developability. TAP uses regression for 5 developability metrics; SAbDab uses binary classification. (1) The antibody is ['QVQLQESGAEVMKPGASVKISCKATGYTFSTYWIEWMKQRPGGGLEYIGEILPGSGSTYYNEKFKGKATFTADTSSNTAYMQLSSLTSEDSAVYYCARGDGYYKYWGQGTTLTVSS', 'DIELTQSPATLSVTPGDSVSLSCRASQSISNNLHWYQQKSHEPPRLLIKYVSQSVSGIPSRFSGSGSGTDFTLSINSVETEDFGMYFCGQSNSWPRTFGGGTKLEIK']. Result: 1 (developable). (2) The antibody is ['QSLEESGGDLVQPGASLTLTCKASGFSFGNNYDMCWVRQAPGKGLEWIGCIETGSSDSAAYATWAKGRFTISKTSSTTVTLQMTSLTAADTATYFCARNFDLWGPGTLVIVSS', 'QVLTQTPSSVSTAVGSAVTINCQSSQNVYSNNNLAWFQQKPGQPPRLLIYDASKLASGVPSRFKGSGSGTQFTFTISDVQCDDAATFYCLGGYDCSSGDCAAFGGGTEVVVR']. Result: 0 (not developable). (3) The antibody is ['EVQLVQSGAEVKKPGESLKISCKGSGYSFTSYWIGWVRQMPGKGLEWMGIIYPGDSDTRYSPSFQGQVTISADKSISTAYLQWSSLKASDTAMYYCARYDGIYGELDFWGQGTLVTVSS', 'EIVLTQSPGTLSLSPGERATLSCRASQSVSSSYLAWYQQKPGQAPRLLIYGASSRATGIPDRFSGSGSGTDFTLTISRLEPEDFAVYYCQQYGSSPLTFGQGTKVEIK']. Result: 1 (developable).